From a dataset of Tyrosyl-DNA phosphodiesterase HTS with 341,365 compounds. Binary Classification. Given a drug SMILES string, predict its activity (active/inactive) in a high-throughput screening assay against a specified biological target. (1) The compound is O1CCCOc2c1cc(NC(=O)COc1c(OC)cccc1)c(c2)C(O)=O. The result is 0 (inactive). (2) The molecule is S(=O)(=O)(N(CC(=O)Nc1cc(ccc1)C)C)c1c2ncccc2ccc1. The result is 0 (inactive). (3) The molecule is O(c1ccc(CNc2nc(ncn2)N)cc1)CC. The result is 0 (inactive). (4) The compound is O(c1c(c(ccc1C)C)C)CC(=O)Nc1cc(ccc1)C(O)=O. The result is 0 (inactive). (5) The molecule is S(=O)(=O)(N1CCN(C1)C(=O)CSc1sc(nn1)C)c1ccc(cc1)C. The result is 0 (inactive). (6) The compound is S\1C(CC(=O)N(Cc2cc(OC)c(OC)cc2)C1=N/c1ccc(OC)cc1)C(=O)NC. The result is 0 (inactive). (7) The compound is Fc1c(c2oc(nn2)C(N2CCN(CC2)c2c(ccc(c2)C)C)c2ccccc2)cccc1. The result is 0 (inactive). (8) The compound is N(C(c1ccccc1)C)Cc1c([nH]nc1)c1ccc(cc1)C. The result is 0 (inactive). (9) The drug is S(=O)(=O)(N1CCC(CC1)C(=O)N(Cc1cc(F)c(OC)cc1)C)c1sccc1. The result is 0 (inactive).